Dataset: Forward reaction prediction with 1.9M reactions from USPTO patents (1976-2016). Task: Predict the product of the given reaction. (1) Given the reactants [C:1]1([S:7]([C:10]2[CH:11]=[CH:12][C:13]([C:26]([F:29])([F:28])[F:27])=[C:14]([S:16]([NH:19][CH:20]3[CH2:25][CH2:24][NH:23][CH2:22][CH2:21]3)(=[O:18])=[O:17])[CH:15]=2)(=[O:9])=[O:8])[CH:6]=[CH:5][CH:4]=[CH:3][CH:2]=1.C(N(CC)CC)C.Cl.Cl[CH2:39][CH2:40][N:41]1[CH2:46][CH2:45][O:44][CH2:43][CH2:42]1, predict the reaction product. The product is: [N:41]1([CH2:40][CH2:39][N:23]2[CH2:24][CH2:25][CH:20]([NH:19][S:16]([C:14]3[CH:15]=[C:10]([S:7]([C:1]4[CH:2]=[CH:3][CH:4]=[CH:5][CH:6]=4)(=[O:9])=[O:8])[CH:11]=[CH:12][C:13]=3[C:26]([F:28])([F:29])[F:27])(=[O:18])=[O:17])[CH2:21][CH2:22]2)[CH2:46][CH2:45][O:44][CH2:43][CH2:42]1. (2) The product is: [CH3:31][O:32][CH2:33][C:34]([N:1]1[CH2:6][CH2:5][CH:4]([NH:7][C:8]([C:10]2[C:14]3[N:15]=[CH:16][N:17]=[C:18]([C:19]4[C:27]5[O:26][CH2:25][O:24][C:23]=5[CH:22]=[CH:21][C:20]=4[O:28][CH2:29][CH3:30])[C:13]=3[NH:12][CH:11]=2)=[O:9])[CH2:3][CH2:2]1)=[O:35]. Given the reactants [NH:1]1[CH2:6][CH2:5][CH:4]([NH:7][C:8]([C:10]2[C:14]3[N:15]=[CH:16][N:17]=[C:18]([C:19]4[C:27]5[O:26][CH2:25][O:24][C:23]=5[CH:22]=[CH:21][C:20]=4[O:28][CH2:29][CH3:30])[C:13]=3[NH:12][CH:11]=2)=[O:9])[CH2:3][CH2:2]1.[CH3:31][O:32][CH2:33][C:34](Cl)=[O:35], predict the reaction product.